From a dataset of Forward reaction prediction with 1.9M reactions from USPTO patents (1976-2016). Predict the product of the given reaction. (1) The product is: [F:41][C:28]1[C:27]([C:9]2[CH:10]=[CH:11][C:12]3[C:13]4[CH:21]=[N:20][NH:19][C:14]=4[N:15]=[CH:16][C:17]=3[CH:18]=2)=[C:32]([F:33])[CH:31]=[CH:30][C:29]=1[NH:34][S:35]([CH2:38][CH2:39][CH3:40])(=[O:37])=[O:36]. Given the reactants CC1(C)C(C)(C)OB([C:9]2[CH:10]=[CH:11][C:12]3[C:13]4[CH:21]=[N:20][N:19](C(=O)C)[C:14]=4[N:15]=[CH:16][C:17]=3[CH:18]=2)O1.Br[C:27]1[C:28]([F:41])=[C:29]([NH:34][S:35]([CH2:38][CH2:39][CH3:40])(=[O:37])=[O:36])[CH:30]=[CH:31][C:32]=1[F:33].C([O-])([O-])=O.[Na+].[Na+], predict the reaction product. (2) Given the reactants [NH2:1][C:2]1[O:6][CH:5]([C:7]2[CH:12]=[CH:11][C:10]([F:13])=[C:9]([F:14])[CH:8]=2)[C:4](=[O:15])[C:3]=1[OH:16].C(N(CC)CC)C.[C:24]1([CH2:30][S:31](Cl)(=[O:33])=[O:32])[CH:29]=[CH:28][CH:27]=[CH:26][CH:25]=1.[Cl-].[NH4+], predict the reaction product. The product is: [F:14][C:9]1[CH:8]=[C:7]([CH:5]2[C:4](=[O:15])[C:3]([O:16][S:31]([CH2:30][C:24]3[CH:29]=[CH:28][CH:27]=[CH:26][CH:25]=3)(=[O:33])=[O:32])=[C:2]([NH2:1])[O:6]2)[CH:12]=[CH:11][C:10]=1[F:13]. (3) Given the reactants [Cl:1][C:2]1[CH:7]=[C:6]([OH:8])[CH:5]=[CH:4][C:3]=1[CH:9]([CH3:28])[C:10]([C:16]1[CH:17]=[CH:18][C:19]2[O:24][CH2:23][C:22](=[O:25])[N:21]([CH3:26])[C:20]=2[CH:27]=1)([OH:15])[C:11]([F:14])([F:13])[F:12].[CH2:29]([O:31][C:32](=[O:44])[C:33]1[CH:38]=[CH:37][C:36](Cl)=[N:35][C:34]=1[C:40]([F:43])([F:42])[F:41])[CH3:30].C1N2CCN(CC2)C1, predict the reaction product. The product is: [CH2:29]([O:31][C:32](=[O:44])[C:33]1[CH:38]=[CH:37][C:36]([O:8][C:6]2[CH:5]=[CH:4][C:3]([CH:9]([CH3:28])[C:10]([OH:15])([C:16]3[CH:17]=[CH:18][C:19]4[O:24][CH2:23][C:22](=[O:25])[N:21]([CH3:26])[C:20]=4[CH:27]=3)[C:11]([F:12])([F:13])[F:14])=[C:2]([Cl:1])[CH:7]=2)=[N:35][C:34]=1[C:40]([F:41])([F:42])[F:43])[CH3:30].